From a dataset of Forward reaction prediction with 1.9M reactions from USPTO patents (1976-2016). Predict the product of the given reaction. Given the reactants Br[C:2]1[O:18][C:5]2[N:6]=[C:7]([S:16][CH3:17])[N:8]([CH2:11][C:12]([F:15])([F:14])[F:13])[C:9](=[O:10])[C:4]=2[C:3]=1[C:19]1[CH:24]=[CH:23][CH:22]=[CH:21][CH:20]=1.C([O-])([O-])=O.[K+].[K+].CC1(C)C(C)(C)OB([C:39]2[CH:44]=[CH:43][C:42]([C:45]3([NH:49][C:50](=[O:56])[O:51][C:52]([CH3:55])([CH3:54])[CH3:53])[CH2:48][CH2:47][CH2:46]3)=[CH:41][CH:40]=2)O1.N#N, predict the reaction product. The product is: [CH3:17][S:16][C:7]1[N:8]([CH2:11][C:12]([F:15])([F:14])[F:13])[C:9](=[O:10])[C:4]2[C:3]([C:19]3[CH:24]=[CH:23][CH:22]=[CH:21][CH:20]=3)=[C:2]([C:39]3[CH:40]=[CH:41][C:42]([C:45]4([NH:49][C:50](=[O:56])[O:51][C:52]([CH3:54])([CH3:53])[CH3:55])[CH2:46][CH2:47][CH2:48]4)=[CH:43][CH:44]=3)[O:18][C:5]=2[N:6]=1.